From a dataset of Forward reaction prediction with 1.9M reactions from USPTO patents (1976-2016). Predict the product of the given reaction. (1) Given the reactants [F:1][C:2]([F:14])([F:13])[C:3]1[C:8]([C:9]([NH:11][NH2:12])=[O:10])=[CH:7][N:6]=[CH:5][CH:4]=1.[C:15](OCC)(OCC)(OCC)[CH3:16], predict the reaction product. The product is: [CH3:15][C:16]1[O:10][C:9]([C:8]2[CH:7]=[N:6][CH:5]=[CH:4][C:3]=2[C:2]([F:1])([F:13])[F:14])=[N:11][N:12]=1. (2) Given the reactants C(O[C:5](=[O:7])C)(=O)C.C(O)=O.[NH2:11][C:12]1[CH:13]=[N:14][C:15]2[C:20]([C:21]=1[Cl:22])=[CH:19][CH:18]=[CH:17][CH:16]=2, predict the reaction product. The product is: [Cl:22][C:21]1[C:20]2[C:15](=[CH:16][CH:17]=[CH:18][CH:19]=2)[N:14]=[CH:13][C:12]=1[NH:11][CH:5]=[O:7].